Dataset: Forward reaction prediction with 1.9M reactions from USPTO patents (1976-2016). Task: Predict the product of the given reaction. (1) Given the reactants [Cl:1][C:2]1[CH:7]=[CH:6][N:5]=[C:4]([NH2:8])[CH:3]=1.[C:9](Cl)(=[O:14])[C:10]([CH3:13])([CH3:12])[CH3:11].O, predict the reaction product. The product is: [Cl:1][C:2]1[CH:7]=[CH:6][N:5]=[C:4]([NH:8][C:9](=[O:14])[C:10]([CH3:13])([CH3:12])[CH3:11])[CH:3]=1. (2) The product is: [NH:33]1[CH2:34][CH2:35][CH:31]([O:30][C:26]2[CH:25]=[C:24]([C:20]3[N:19]=[C:18]([NH:17][C:13]4[CH:12]=[C:11]5[C:16](=[CH:15][CH:14]=4)[NH:8][N:9]=[CH:10]5)[CH:23]=[CH:22][N:21]=3)[CH:29]=[CH:28][CH:27]=2)[CH2:32]1. Given the reactants C(OC([N:8]1[C:16]2[C:11](=[CH:12][C:13]([N:17](C(OC(C)(C)C)=O)[C:18]3[CH:23]=[CH:22][N:21]=[C:20]([C:24]4[CH:29]=[CH:28][CH:27]=[C:26]([O:30][CH:31]5[CH2:35][CH2:34][N:33](C(OC(C)(C)C)=O)[CH2:32]5)[CH:25]=4)[N:19]=3)=[CH:14][CH:15]=2)[CH:10]=[N:9]1)=O)(C)(C)C.Cl.O, predict the reaction product. (3) The product is: [F:19][C:5]1[CH:4]=[CH:3][C:2]([NH:1][C:31]([C:22]2[C:21]([Cl:20])=[CH:26][C:25]([C:27]([F:29])([F:28])[F:30])=[CH:24][N:23]=2)=[O:32])=[CH:7][C:6]=1[C@:8]1([CH3:18])[CH2:14][C:13]([CH3:16])([CH3:15])[O:12][CH2:11][C:10](=[S:17])[NH:9]1. Given the reactants [NH2:1][C:2]1[CH:3]=[CH:4][C:5]([F:19])=[C:6]([C@:8]2([CH3:18])[CH2:14][C:13]([CH3:16])([CH3:15])[O:12][CH2:11][C:10](=[S:17])[NH:9]2)[CH:7]=1.[Cl:20][C:21]1[C:22]([C:31](O)=[O:32])=[N:23][CH:24]=[C:25]([C:27]([F:30])([F:29])[F:28])[CH:26]=1, predict the reaction product. (4) Given the reactants Cl[CH2:2][C:3](Cl)=[O:4].C(=O)([O-])[O-].[K+].[K+].[NH2:12][CH2:13][C:14]1([OH:27])[CH2:19][CH2:18][N:17]([C:20]([O:22][C:23]([CH3:26])([CH3:25])[CH3:24])=[O:21])[CH2:16][CH2:15]1, predict the reaction product. The product is: [O:4]=[C:3]1[NH:12][CH2:13][C:14]2([CH2:15][CH2:16][N:17]([C:20]([O:22][C:23]([CH3:24])([CH3:26])[CH3:25])=[O:21])[CH2:18][CH2:19]2)[O:27][CH2:2]1. (5) Given the reactants [CH2:1]([N:8]1[C:16]2[C:11](=[CH:12][CH:13]=[C:14]([O:17][CH3:18])[CH:15]=2)[C:10]([C:19](O)=[O:20])=[C:9]1[CH:22]([CH3:24])[CH3:23])[C:2]1[CH:7]=[CH:6][CH:5]=[CH:4][CH:3]=1.C(Cl)CCl.[F:29][C:30]1[CH:31]=[C:32]([CH:35]=[CH:36][C:37]=1[F:38])[CH2:33][NH2:34], predict the reaction product. The product is: [CH2:1]([N:8]1[C:16]2[C:11](=[CH:12][CH:13]=[C:14]([O:17][CH3:18])[CH:15]=2)[C:10]([C:19]([NH:34][CH2:33][C:32]2[CH:35]=[CH:36][C:37]([F:38])=[C:30]([F:29])[CH:31]=2)=[O:20])=[C:9]1[CH:22]([CH3:23])[CH3:24])[C:2]1[CH:7]=[CH:6][CH:5]=[CH:4][CH:3]=1.